Task: Regression. Given two drug SMILES strings and cell line genomic features, predict the synergy score measuring deviation from expected non-interaction effect.. Dataset: NCI-60 drug combinations with 297,098 pairs across 59 cell lines Drug 1: CN1CCC(CC1)COC2=C(C=C3C(=C2)N=CN=C3NC4=C(C=C(C=C4)Br)F)OC. Drug 2: CS(=O)(=O)CCNCC1=CC=C(O1)C2=CC3=C(C=C2)N=CN=C3NC4=CC(=C(C=C4)OCC5=CC(=CC=C5)F)Cl. Cell line: HCC-2998. Synergy scores: CSS=-5.79, Synergy_ZIP=-0.381, Synergy_Bliss=-4.73, Synergy_Loewe=-8.54, Synergy_HSA=-6.74.